Predict the product of the given reaction. From a dataset of Forward reaction prediction with 1.9M reactions from USPTO patents (1976-2016). (1) Given the reactants CO[C:3]1[CH:8]=[CH:7][C:6]([O:9][CH2:10][CH:11]2[O:13][CH2:12]2)=[CH:5][CH:4]=1.[C:14]([NH:21][CH2:22][CH2:23][NH2:24])([O:16][C:17]([CH3:20])([CH3:19])[CH3:18])=[O:15].C[CH2:26][OH:27], predict the reaction product. The product is: [C:17]([O:16][C:14]([NH:21][CH2:22][CH2:23][NH:24][CH2:12][CH:11]([OH:13])[CH2:10][O:9][C:6]1[CH:5]=[CH:4][CH:3]=[CH:8][C:7]=1[O:27][CH3:26])=[O:15])([CH3:18])([CH3:19])[CH3:20]. (2) Given the reactants CCC(C)[BH-](C(C)CC)C(C)CC.[K+].[CH3:15][C@@:16]12[CH2:40][C:39](=[O:41])[CH2:38][CH2:37][C@:36]1([CH3:42])[C:35]1[CH2:34][CH2:33][C@@:32]3([CH3:43])[C@@H:20]([CH2:21][CH2:22][C@@H:23]3[C@H:24]([CH3:31])[CH2:25][CH2:26][CH2:27][CH:28]([CH3:30])[CH3:29])[C:19]=1[CH2:18][CH2:17]2.[Cl-].[NH4+], predict the reaction product. The product is: [CH3:15][C@@:16]12[CH2:40][C@H:39]([OH:41])[CH2:38][CH2:37][C@:36]1([CH3:42])[C@@H:35]1[C@H:19]([C@H:20]3[C@:32]([CH3:43])([CH2:33][CH2:34]1)[C@@H:23]([C@H:24]([CH3:31])[CH2:25][CH2:26][CH2:27][C:28]([CH3:30])=[CH2:29])[CH2:22][CH2:21]3)[CH2:18][CH2:17]2.[CH3:15][C@@:16]12[CH2:40][C@@H:39]([OH:41])[CH2:38][CH2:37][C@:36]1([CH3:42])[C:35]1[CH2:34][CH2:33][C@@:32]3([CH3:43])[C@@H:20]([CH2:21][CH2:22][C@@H:23]3[C@H:24]([CH3:31])[CH2:25][CH2:26][CH2:27][CH:28]([CH3:30])[CH3:29])[C:19]=1[CH2:18][CH2:17]2. (3) Given the reactants [C:1]([C:3]1[C:4]([N:22]2[CH2:27][CH2:26][CH:25]([C:28](O)=[O:29])[CH2:24][CH2:23]2)=[N:5][C:6]([CH2:14][N:15]2[CH2:20][CH2:19][CH2:18][CH2:17][C:16]2=[O:21])=[C:7]([C:9]([O:11][CH2:12][CH3:13])=[O:10])[CH:8]=1)#[N:2].[CH:31]1([CH2:36][S:37]([NH2:40])(=[O:39])=[O:38])[CH2:35][CH2:34][CH2:33][CH2:32]1, predict the reaction product. The product is: [C:1]([C:3]1[C:4]([N:22]2[CH2:23][CH2:24][CH:25]([C:28](=[O:29])[NH:40][S:37]([CH2:36][CH:31]3[CH2:35][CH2:34][CH2:33][CH2:32]3)(=[O:39])=[O:38])[CH2:26][CH2:27]2)=[N:5][C:6]([CH2:14][N:15]2[CH2:20][CH2:19][CH2:18][CH2:17][C:16]2=[O:21])=[C:7]([CH:8]=1)[C:9]([O:11][CH2:12][CH3:13])=[O:10])#[N:2]. (4) Given the reactants [C:1]([O:5][C:6](=[O:22])[CH2:7][O:8][C:9]1[CH:10]=[C:11]2[C:16](=[CH:17][CH:18]=1)[N:15]=[CH:14][C:13]([C:19]([OH:21])=O)=[CH:12]2)([CH3:4])([CH3:3])[CH3:2].Cl.[C:24]([N:28]1[CH:41]=[C:40]2[C:30]([C:31](=[O:42])[CH2:32][C:33]3([CH2:39]2)[CH2:38][CH2:37][NH:36][CH2:35][CH2:34]3)=[N:29]1)([CH3:27])([CH3:26])[CH3:25], predict the reaction product. The product is: [C:24]([N:28]1[CH:41]=[C:40]2[C:30]([C:31](=[O:42])[CH2:32][C:33]3([CH2:39]2)[CH2:38][CH2:37][N:36]([C:19]([C:13]2[CH:14]=[N:15][C:16]4[C:11]([CH:12]=2)=[CH:10][C:9]([O:8][CH2:7][C:6]([O:5][C:1]([CH3:2])([CH3:3])[CH3:4])=[O:22])=[CH:18][CH:17]=4)=[O:21])[CH2:35][CH2:34]3)=[N:29]1)([CH3:27])([CH3:25])[CH3:26].